From a dataset of Forward reaction prediction with 1.9M reactions from USPTO patents (1976-2016). Predict the product of the given reaction. (1) Given the reactants [CH3:1][C:2]1[CH:7]=[CH:6][C:5]([S:8]([NH2:11])(=[O:10])=[O:9])=[C:4]([NH2:12])[CH:3]=1.[I:13]Cl, predict the reaction product. The product is: [I:13][C:7]1[C:2]([CH3:1])=[CH:3][C:4]([NH2:12])=[C:5]([S:8]([NH2:11])(=[O:9])=[O:10])[CH:6]=1. (2) Given the reactants I[C:2]1[CH:3]=[C:4]([NH:10][C:11]2[C:12]3[CH:19]=[C:18]([C:20]4[CH2:21][CH2:22][N:23]([C:26]([O:28][C:29]([CH3:32])([CH3:31])[CH3:30])=[O:27])[CH2:24][CH:25]=4)[NH:17][C:13]=3[N:14]=[CH:15][N:16]=2)[CH:5]=[CH:6][C:7]=1[O:8][CH3:9].[S:33]1[CH:37]=[CH:36][C:35](B(O)O)=[CH:34]1.C(=O)([O-])[O-].[K+].[K+].ClCCl, predict the reaction product. The product is: [CH3:9][O:8][C:7]1[CH:6]=[CH:5][C:4]([NH:10][C:11]2[C:12]3[CH:19]=[C:18]([C:20]4[CH2:21][CH2:22][N:23]([C:26]([O:28][C:29]([CH3:32])([CH3:31])[CH3:30])=[O:27])[CH2:24][CH:25]=4)[NH:17][C:13]=3[N:14]=[CH:15][N:16]=2)=[CH:3][C:2]=1[C:35]1[CH:36]=[CH:37][S:33][CH:34]=1. (3) Given the reactants [H-].[Al+3].[Li+].[H-].[H-].[H-].[CH2:7]([N:14]1[C:18](=O)[CH2:17][C:16]([CH2:29][C:30]2[CH:35]=[CH:34][CH:33]=[CH:32][CH:31]=2)([C:20]2[C:28]3[C:23](=[CH:24][CH:25]=[CH:26][CH:27]=3)[NH:22][CH:21]=2)[C:15]1=O)[C:8]1[CH:13]=[CH:12][CH:11]=[CH:10][CH:9]=1, predict the reaction product. The product is: [CH2:7]([N:14]1[CH2:18][CH2:17][C:16]([C:20]2[C:28]3[C:23](=[CH:24][CH:25]=[CH:26][CH:27]=3)[NH:22][CH:21]=2)([CH2:29][C:30]2[CH:35]=[CH:34][CH:33]=[CH:32][CH:31]=2)[CH2:15]1)[C:8]1[CH:9]=[CH:10][CH:11]=[CH:12][CH:13]=1.